Dataset: Full USPTO retrosynthesis dataset with 1.9M reactions from patents (1976-2016). Task: Predict the reactants needed to synthesize the given product. (1) Given the product [CH3:49][CH:48]([N:50]1[CH2:55][CH2:54][N:53]([C:56]([C@H:58]2[CH2:62][CH2:61][N:60]([C:7]3[CH:8]=[CH:9][C:4]([C:2](=[O:3])[CH3:1])=[CH:5][CH:6]=3)[CH2:59]2)=[O:57])[CH2:52][CH2:51]1)[CH3:47], predict the reactants needed to synthesize it. The reactants are: [CH3:1][C:2]([C:4]1[CH:9]=[CH:8][C:7](Br)=[CH:6][CH:5]=1)=[O:3].C1(P(C2CCCCC2)C2C=CC=CC=2C2C=CC=CC=2N(C)C)CCCCC1.P([O-])([O-])([O-])=O.[K+].[K+].[K+].[CH3:47][CH:48]([N:50]1[CH2:55][CH2:54][N:53]([C:56]([C@H:58]2[CH2:62][CH2:61][NH:60][CH2:59]2)=[O:57])[CH2:52][CH2:51]1)[CH3:49]. (2) Given the product [Cl:1][C:2]1[CH:10]=[C:9]2[C:5]([C:6]([CH:19]=[O:22])=[CH:7][NH:8]2)=[CH:4][C:3]=1[C:26]1[CH:27]=[CH:28][C:29]([CH:32]2[CH2:36][CH2:35][N:34]([CH3:37])[CH2:33]2)=[CH:30][CH:31]=1, predict the reactants needed to synthesize it. The reactants are: [Cl:1][C:2]1[CH:10]=[C:9]2[C:5]([CH:6]=[CH:7][NH:8]2)=[CH:4][C:3]=1B1OCC(C)(C)CO1.[C:19](=[O:22])([O-])[O-].[K+].[K+].Br[C:26]1[CH:31]=[CH:30][C:29]([CH:32]2[CH2:36][CH2:35][N:34]([CH3:37])[CH2:33]2)=[CH:28][CH:27]=1. (3) Given the product [Cl:1][CH2:2][CH2:3][CH2:4][CH2:5][S:6]([NH:12][CH3:10])(=[O:8])=[O:7], predict the reactants needed to synthesize it. The reactants are: [Cl:1][CH2:2][CH2:3][CH2:4][CH2:5][S:6](Cl)(=[O:8])=[O:7].[CH2:10]([N:12](CC)CC)C.CN.C1COCC1. (4) The reactants are: [O:1]1[CH2:6][CH2:5][CH:4]([NH:7][CH2:8][CH2:9][OH:10])[CH2:3][CH2:2]1.[CH3:11][N:12]1[CH:16]=[C:15]([C:17](O)=[O:18])[N:14]=[CH:13]1.CN(C(ON1N=NC2C=CC=NC1=2)=[N+](C)C)C.F[P-](F)(F)(F)(F)F.C(N(C(C)C)CC)(C)C. Given the product [OH:10][CH2:9][CH2:8][N:7]([CH:4]1[CH2:5][CH2:6][O:1][CH2:2][CH2:3]1)[C:17]([C:15]1[N:14]=[CH:13][N:12]([CH3:11])[CH:16]=1)=[O:18], predict the reactants needed to synthesize it. (5) Given the product [C:1]([C:11]1[CH:18]=[CH:17][C:14]([CH2:15][NH:19][C:20]2[CH:21]=[CH:22][C:23](/[CH:26]=[CH:27]/[C:28]([O:30][CH2:31][CH3:32])=[O:29])=[CH:24][CH:25]=2)=[CH:13][CH:12]=1)#[C:2][CH2:3][CH2:4][CH2:5][CH2:6][CH2:7][CH2:8][CH2:9][CH3:10], predict the reactants needed to synthesize it. The reactants are: [C:1]([C:11]1[CH:18]=[CH:17][C:14]([CH:15]=O)=[CH:13][CH:12]=1)#[C:2][CH2:3][CH2:4][CH2:5][CH2:6][CH2:7][CH2:8][CH2:9][CH3:10].[NH2:19][C:20]1[CH:25]=[CH:24][C:23](/[CH:26]=[CH:27]/[C:28]([O:30][CH2:31][CH3:32])=[O:29])=[CH:22][CH:21]=1. (6) Given the product [C:19]([O:18][C:16]([C:9]1[C:10]2[C:11](=[N:12][CH:13]=[CH:14][CH:15]=2)[N:7]([CH:5]([CH:4]([O:3][CH2:26][CH2:27][O:28][CH3:29])[CH3:24])[CH3:6])[C:8]=1[CH3:23])=[O:17])([CH3:22])([CH3:21])[CH3:20], predict the reactants needed to synthesize it. The reactants are: [H-].[Na+].[OH:3][CH:4]([CH3:24])[CH:5]([N:7]1[C:11]2=[N:12][CH:13]=[CH:14][CH:15]=[C:10]2[C:9]([C:16]([O:18][C:19]([CH3:22])([CH3:21])[CH3:20])=[O:17])=[C:8]1[CH3:23])[CH3:6].Br[CH2:26][CH2:27][O:28][CH3:29]. (7) Given the product [N+:1]([C:4]1[N:5]=[CH:6][C:7]([N:11]2[CH2:16][CH2:15][NH:14][CH2:13][CH2:12]2)=[CH:8][CH:9]=1)([O-:3])=[O:2], predict the reactants needed to synthesize it. The reactants are: [N+:1]([C:4]1[CH:9]=[CH:8][C:7](Br)=[CH:6][N:5]=1)([O-:3])=[O:2].[NH:11]1[CH2:16][CH2:15][NH:14][CH2:13][CH2:12]1.